Dataset: Full USPTO retrosynthesis dataset with 1.9M reactions from patents (1976-2016). Task: Predict the reactants needed to synthesize the given product. Given the product [C:1]([O:5][NH:6][C:7]1[CH:12]=[CH:11][CH:10]=[CH:9][C:8]=1[NH:13][C:14](=[O:31])[C:15]1[CH:20]=[CH:19][C:18]([C:21]2[N:26]=[C:25]([CH2:9][CH2:8][CH2:7][NH:6][N:36]3[CH2:37][CH2:38][O:39][CH2:40][CH2:41]3)[N:24]=[CH:23][CH:22]=2)=[CH:17][CH:16]=1)([CH3:4])([CH3:3])[CH3:2], predict the reactants needed to synthesize it. The reactants are: [C:1]([O:5][NH:6][C:7]1[CH:12]=[CH:11][CH:10]=[CH:9][C:8]=1[NH:13][C:14](=[O:31])[C:15]1[CH:20]=[CH:19][C:18]([C:21]2[N:26]=[C:25](S(C)(=O)=O)[N:24]=[CH:23][CH:22]=2)=[CH:17][CH:16]=1)([CH3:4])([CH3:3])[CH3:2].NCCC[N:36]1[CH2:41][CH2:40][O:39][CH2:38][CH2:37]1.